This data is from Catalyst prediction with 721,799 reactions and 888 catalyst types from USPTO. The task is: Predict which catalyst facilitates the given reaction. Reactant: [C:1]1([CH:7]([NH2:15])[CH2:8][C:9]2[CH:14]=[CH:13][CH:12]=[CH:11][CH:10]=2)[CH:6]=[CH:5][CH:4]=[CH:3][CH:2]=1.[Cl:16][CH2:17][CH2:18][N:19]=[C:20]=[O:21].C(N(CC)CC)C. Product: [Cl:16][CH2:17][CH2:18][NH:19][C:20]([NH:15][CH:7]([C:1]1[CH:6]=[CH:5][CH:4]=[CH:3][CH:2]=1)[CH2:8][C:9]1[CH:10]=[CH:11][CH:12]=[CH:13][CH:14]=1)=[O:21]. The catalyst class is: 4.